This data is from Catalyst prediction with 721,799 reactions and 888 catalyst types from USPTO. The task is: Predict which catalyst facilitates the given reaction. (1) Reactant: FC(F)(F)C(O)=O.C(OC(=O)[NH:14][C@H:15]1[CH2:20][CH2:19][C@H:18]([CH2:21][CH2:22][O:23][C:24]2[CH:25]=[N:26][C:27]3[C:32]([CH:33]=2)=[N:31][C:30]([O:34][CH3:35])=[CH:29][CH:28]=3)[CH2:17][CH2:16]1)(C)(C)C. Product: [CH3:35][O:34][C:30]1[N:31]=[C:32]2[C:27](=[CH:28][CH:29]=1)[N:26]=[CH:25][C:24]([O:23][CH2:22][CH2:21][C@H:18]1[CH2:17][CH2:16][C@H:15]([NH2:14])[CH2:20][CH2:19]1)=[CH:33]2. The catalyst class is: 4. (2) Reactant: [F:1][C:2]1[CH:3]=[C:4]([C:12]2[N:13]=[C:14]([NH2:17])[S:15][CH:16]=2)[CH:5]=[CH:6][C:7]=1[C:8]([F:11])([F:10])[F:9].[CH3:18][C:19](=O)[CH2:20][CH2:21][C:22](=O)[CH3:23].C1(C)C=CC(S(O)(=O)=O)=CC=1. Product: [CH3:23][C:22]1[N:17]([C:14]2[S:15][CH:16]=[C:12]([C:4]3[CH:5]=[CH:6][C:7]([C:8]([F:11])([F:9])[F:10])=[C:2]([F:1])[CH:3]=3)[N:13]=2)[C:19]([CH3:18])=[CH:20][CH:21]=1. The catalyst class is: 11. (3) The catalyst class is: 133. Reactant: Br[CH2:2][C:3]1[S:4][CH:5]=[CH:6][C:7]=1[C:8]#[N:9].[C-:10]#[N:11].[Na+].O. Product: [C:10]([CH2:2][C:3]1[S:4][CH:5]=[CH:6][C:7]=1[C:8]#[N:9])#[N:11]. (4) Reactant: [Cl:1][C:2]1[C:3]2[CH:24]=[CH:23][CH:22]=[CH:21][C:4]=2[S:5][C:6]=1[CH2:7][O:8][C:9]1[CH:14]=[CH:13][C:12]([CH2:15][CH2:16][C:17]([O:19]C)=[O:18])=[CH:11][CH:10]=1.O1CCCC1.O.[OH-].[Li+].Cl. Product: [Cl:1][C:2]1[C:3]2[CH:24]=[CH:23][CH:22]=[CH:21][C:4]=2[S:5][C:6]=1[CH2:7][O:8][C:9]1[CH:10]=[CH:11][C:12]([CH2:15][CH2:16][C:17]([OH:19])=[O:18])=[CH:13][CH:14]=1. The catalyst class is: 72.